From a dataset of Full USPTO retrosynthesis dataset with 1.9M reactions from patents (1976-2016). Predict the reactants needed to synthesize the given product. (1) Given the product [CH2:1]([O:3][C:4](=[O:26])[CH2:5][C:6]1[CH:11]=[CH:10][CH:9]=[C:8]([S:12][C:13]2[C:21]3[C:16](=[C:17]([F:23])[C:18]([Cl:22])=[CH:19][CH:20]=3)[N:15]([C:28]3[CH:29]=[N:30][N:31]([CH2:33][CH2:34][CH3:35])[CH:32]=3)[C:14]=2[CH3:24])[C:7]=1[F:25])[CH3:2], predict the reactants needed to synthesize it. The reactants are: [CH2:1]([O:3][C:4](=[O:26])[CH2:5][C:6]1[CH:11]=[CH:10][CH:9]=[C:8]([S:12][C:13]2[C:21]3[C:16](=[C:17]([F:23])[C:18]([Cl:22])=[CH:19][CH:20]=3)[NH:15][C:14]=2[CH3:24])[C:7]=1[F:25])[CH3:2].I[C:28]1[CH:29]=[N:30][N:31]([CH2:33][CH2:34][CH3:35])[CH:32]=1. (2) Given the product [ClH:40].[C:1]1([C:34]2[CH:35]=[CH:36][CH:37]=[CH:38][CH:39]=2)[CH:6]=[CH:5][CH:4]=[CH:3][C:2]=1[CH2:7][N:8]1[C:12]([CH3:13])=[CH:11][C:10]([NH:14][C:15]([C:17]2[CH:18]=[C:19]3[C:24](=[CH:25][CH:26]=2)[CH2:23][NH:22][CH2:21][CH2:20]3)=[O:16])=[N:9]1, predict the reactants needed to synthesize it. The reactants are: [C:1]1([C:34]2[CH:39]=[CH:38][CH:37]=[CH:36][CH:35]=2)[CH:6]=[CH:5][CH:4]=[CH:3][C:2]=1[CH2:7][N:8]1[C:12]([CH3:13])=[CH:11][C:10]([NH:14][C:15]([C:17]2[CH:18]=[C:19]3[C:24](=[CH:25][CH:26]=2)[CH2:23][N:22](C(OC(C)(C)C)=O)[CH2:21][CH2:20]3)=[O:16])=[N:9]1.[ClH:40]. (3) Given the product [Cl:19][CH2:15][C:4]1[C:3]([O:2][CH3:1])=[N:8][C:7]([C:9]2[CH:14]=[CH:13][CH:12]=[CH:11][CH:10]=2)=[CH:6][N:5]=1, predict the reactants needed to synthesize it. The reactants are: [CH3:1][O:2][C:3]1[C:4]([CH2:15]O)=[N:5][CH:6]=[C:7]([C:9]2[CH:14]=[CH:13][CH:12]=[CH:11][CH:10]=2)[N:8]=1.O=S(Cl)[Cl:19]. (4) Given the product [C:37]([O:41][CH2:19][C:20]1[N:24]2[C:25]3[C:30]([CH:31]=[CH:32][C:23]2=[CH:22][CH:21]=1)=[CH:29][CH:28]=[CH:27][CH:26]=3)([CH3:40])([CH3:39])[CH3:38], predict the reactants needed to synthesize it. The reactants are: COCC1N2C3C(C=CC2=CC=1)=CC=CC=3.C[Si](C)(C)[C:19]#[C:20]/[CH:21]=[CH:22]\[C:23]1[CH:32]=[CH:31][C:30]2[C:25](=[CH:26][CH:27]=[CH:28][CH:29]=2)[N:24]=1.[F-].[K+].[C:37]([OH:41])([CH3:40])([CH3:39])[CH3:38].